Dataset: Full USPTO retrosynthesis dataset with 1.9M reactions from patents (1976-2016). Task: Predict the reactants needed to synthesize the given product. (1) Given the product [N+:17]([C:13]1[CH:12]=[C:11]([N:4]2[CH2:5][CH2:6][N:1]([CH2:7][CH2:8][OH:9])[CH2:2][CH2:3]2)[CH:16]=[CH:15][CH:14]=1)([O-:19])=[O:18], predict the reactants needed to synthesize it. The reactants are: [N:1]1([CH2:7][CH2:8][OH:9])[CH2:6][CH2:5][NH:4][CH2:3][CH2:2]1.F[C:11]1[CH:12]=[C:13]([N+:17]([O-:19])=[O:18])[CH:14]=[CH:15][CH:16]=1.O. (2) Given the product [CH2:12]([O:14][C:15](=[O:35])[CH:16]=[C:17]([C:2]1[CH:10]=[C:9]2[C:5]([CH:6]=[CH:7][N:8]2[CH3:11])=[CH:4][CH:3]=1)[C:18]1[CH:23]=[CH:22][CH:21]=[CH:20][CH:19]=1)[CH3:13], predict the reactants needed to synthesize it. The reactants are: Br[C:2]1[CH:10]=[C:9]2[C:5]([CH:6]=[CH:7][N:8]2[CH3:11])=[CH:4][CH:3]=1.[CH2:12]([O:14][C:15](=[O:35])[CH:16]=[C:17](C1C=CC=C2C=1C(C#N)=CN2)[C:18]1[CH:23]=[CH:22][CH:21]=[CH:20][CH:19]=1)[CH3:13].